From a dataset of Full USPTO retrosynthesis dataset with 1.9M reactions from patents (1976-2016). Predict the reactants needed to synthesize the given product. (1) Given the product [Cl:1][C:2]1[CH:3]=[C:4]([OH:21])[C:5]([NH:8][S:9]([CH2:12][C:13]2[CH:18]=[CH:17][CH:16]=[CH:15][C:14]=2[Cl:22])(=[O:11])=[O:10])=[N:6][CH:7]=1, predict the reactants needed to synthesize it. The reactants are: [Cl:1][C:2]1[CH:3]=[C:4]([OH:21])[C:5]([NH:8][S:9]([CH2:12][C:13]2[CH:18]=[C:17](Cl)[CH:16]=[C:15](Cl)[CH:14]=2)(=[O:11])=[O:10])=[N:6][CH:7]=1.[Cl:22]C1C=CC=CC=1CS(Cl)(=O)=O.ClC1C=C(CS(Cl)(=O)=O)C=C(Cl)C=1.S(Cl)(Cl)(=O)=O. (2) Given the product [CH2:1]([O:8][CH2:9][CH2:10][CH2:11][O:12][C:13]1[C:14]([B:27]2[O:31][C:30]([CH3:33])([CH3:32])[C:29]([CH3:35])([CH3:34])[O:28]2)=[C:15]([CH:18]=[CH:19][CH:20]=1)[CH:16]=[O:17])[C:2]1[CH:7]=[CH:6][CH:5]=[CH:4][CH:3]=1, predict the reactants needed to synthesize it. The reactants are: [CH2:1]([O:8][CH2:9][CH2:10][CH2:11][O:12][C:13]1[C:14](Br)=[C:15]([CH:18]=[CH:19][CH:20]=1)[CH:16]=[O:17])[C:2]1[CH:7]=[CH:6][CH:5]=[CH:4][CH:3]=1.CC([O-])=O.[K+].[B:27]1([B:27]2[O:31][C:30]([CH3:33])([CH3:32])[C:29]([CH3:35])([CH3:34])[O:28]2)[O:31][C:30]([CH3:33])([CH3:32])[C:29]([CH3:35])([CH3:34])[O:28]1.C(Cl)Cl. (3) Given the product [CH:26]([O:25][C:14]1[CH:15]=[C:16]([C:19]2[CH:20]=[N:21][N:22]([CH3:24])[CH:23]=2)[CH:17]=[CH:18][C:13]=1[NH:12][C:9]1[N:10]=[CH:11][C:6]2[CH:5]=[CH:4][N:3]=[C:2]([C:33]3[CH:32]=[N:31][N:30]([CH3:29])[CH:34]=3)[C:7]=2[N:8]=1)([CH3:28])[CH3:27], predict the reactants needed to synthesize it. The reactants are: Cl[C:2]1[C:7]2[N:8]=[C:9]([NH:12][C:13]3[CH:18]=[CH:17][C:16]([C:19]4[CH:20]=[N:21][N:22]([CH3:24])[CH:23]=4)=[CH:15][C:14]=3[O:25][CH:26]([CH3:28])[CH3:27])[N:10]=[CH:11][C:6]=2[CH:5]=[CH:4][N:3]=1.[CH3:29][N:30]1[CH:34]=[C:33](B2OC(C)(C)C(C)(C)O2)[CH:32]=[N:31]1. (4) Given the product [C@@H:18]1([NH:17][C:2]2[N:7]=[CH:6][N:5]=[C:4]([NH:8][C@H:9]3[CH2:13][C@H:12]([OH:14])[C@@H:11]([CH2:15][OH:16])[CH2:10]3)[CH:3]=2)[C:26]2[C:21](=[CH:22][CH:23]=[CH:24][CH:25]=2)[CH2:20][CH2:19]1, predict the reactants needed to synthesize it. The reactants are: Cl[C:2]1[N:7]=[CH:6][N:5]=[C:4]([NH:8][C@H:9]2[CH2:13][C@H:12]([OH:14])[C@@H:11]([CH2:15][OH:16])[CH2:10]2)[CH:3]=1.[NH2:17][C@@H:18]1[C:26]2[C:21](=[CH:22][CH:23]=[CH:24][CH:25]=2)[CH2:20][CH2:19]1. (5) Given the product [CH3:4][N:6]1[CH2:12][CH2:11][CH:10]([OH:13])[C:9]2[CH:14]=[CH:15][O:16][C:8]=2[CH2:7]1, predict the reactants needed to synthesize it. The reactants are: C(O[C:4]([N:6]1[CH2:12][CH2:11][C:10](=[O:13])[C:9]2[CH:14]=[CH:15][O:16][C:8]=2[CH2:7]1)=O)C.[H-].[Al+3].[Li+].[H-].[H-].[H-]. (6) The reactants are: C[O:2][C:3]([C:5]1[N:6]([CH3:10])[N:7]=[CH:8][CH:9]=1)=O.[OH-].[NH4+:12]. Given the product [CH3:10][N:6]1[C:5]([C:3]([NH2:12])=[O:2])=[CH:9][CH:8]=[N:7]1, predict the reactants needed to synthesize it. (7) Given the product [CH2:15]1[C@@H:16]2[CH2:21][NH:20][CH2:19][C@@H:17]2[CH2:18][N:14]1[C:11]1[N:12]=[N:13][C:8]([C:5]2[CH:6]=[CH:7][C:2]([C:38]3[CH:39]=[N:40][NH:41][CH:42]=3)=[CH:3][C:4]=2[OH:29])=[CH:9][CH:10]=1, predict the reactants needed to synthesize it. The reactants are: Cl[C:2]1[CH:7]=[CH:6][C:5]([C:8]2[N:13]=[N:12][C:11]([N:14]3[CH2:18][C@@H:17]4[CH2:19][N:20](C(OC(C)(C)C)=O)[CH2:21][C@@H:16]4[CH2:15]3)=[CH:10][CH:9]=2)=[C:4]([OH:29])[CH:3]=1.CC1(C)C(C)(C)OB([C:38]2[CH:39]=[N:40][N:41](C(OC(C)(C)C)=O)[CH:42]=2)O1.C([O-])([O-])=O.[Cs+].[Cs+].O1CCOCC1. (8) Given the product [Br:14][C:9]1[CH:10]=[CH:11][CH:12]=[CH:13][C:8]=1[C:19]1[CH:20]=[CH:21][C:16]([Cl:15])=[CH:17][CH:18]=1, predict the reactants needed to synthesize it. The reactants are: C(=O)([O-])[O-].[Na+].[Na+].Br[C:8]1[CH:13]=[CH:12][CH:11]=[CH:10][C:9]=1[Br:14].[Cl:15][C:16]1[CH:21]=[CH:20][C:19](B(O)O)=[CH:18][CH:17]=1.